From a dataset of Forward reaction prediction with 1.9M reactions from USPTO patents (1976-2016). Predict the product of the given reaction. (1) Given the reactants [F:1][C:2]1[CH:7]=[CH:6][CH:5]=[C:4]([F:8])[C:3]=1[C:9]1[NH:17][C:16]2[CH2:15][CH2:14][N:13]([C:18]3[CH:19]=[N:20][C:21]([S:25]([CH3:28])(=[O:27])=[O:26])=[CH:22][C:23]=3[CH3:24])[CH2:12][C:11]=2[CH:10]=1.C1C(=O)N([Br:36])C(=O)C1.O, predict the reaction product. The product is: [Br:36][C:10]1[C:11]2[CH2:12][N:13]([C:18]3[CH:19]=[N:20][C:21]([S:25]([CH3:28])(=[O:27])=[O:26])=[CH:22][C:23]=3[CH3:24])[CH2:14][CH2:15][C:16]=2[NH:17][C:9]=1[C:3]1[C:4]([F:8])=[CH:5][CH:6]=[CH:7][C:2]=1[F:1]. (2) Given the reactants [CH:1]([C:4]1[N:5]=[CH:6][O:7][CH:8]=1)([CH3:3])[CH3:2].[CH2:9]([O:11][C:12](=[O:33])[N:13]([C:22]1[CH:27]=[C:26](Br)[N:25]=[C:24]([NH2:29])[C:23]=1[N+:30]([O-:32])=[O:31])[CH2:14][C:15]1[CH:16]=[N:17][C:18]([CH3:21])=[CH:19][CH:20]=1)[CH3:10], predict the reaction product. The product is: [CH2:9]([O:11][C:12](=[O:33])[N:13]([C:22]1[CH:27]=[C:26]([C:6]2[O:7][CH:8]=[C:4]([CH:1]([CH3:3])[CH3:2])[N:5]=2)[N:25]=[C:24]([NH2:29])[C:23]=1[N+:30]([O-:32])=[O:31])[CH2:14][C:15]1[CH:16]=[N:17][C:18]([CH3:21])=[CH:19][CH:20]=1)[CH3:10]. (3) Given the reactants [C:1]1([CH2:7][C:8](P(=O)(OC)OC)=[O:9])[CH:6]=[CH:5][CH:4]=[CH:3][CH:2]=1.[CH2:16]([NH2:23])[C:17]1[CH:22]=[CH:21][CH:20]=[CH:19][CH:18]=1.IC1C=C(CC(O)(P(=O)(OC)OC)P(=O)(OC)OC)C=CC=1.CC1C=CC(S(O)(=O)=O)=CC=1, predict the reaction product. The product is: [CH2:16]([NH:23][C:8](=[O:9])[CH2:7][C:1]1[CH:6]=[CH:5][CH:4]=[CH:3][CH:2]=1)[C:17]1[CH:22]=[CH:21][CH:20]=[CH:19][CH:18]=1. (4) Given the reactants [CH2:1]([O:8][C:9]1[C:10](I)=[N:11][C:12]([CH3:15])=[CH:13][CH:14]=1)[C:2]1[CH:7]=[CH:6][CH:5]=[CH:4][CH:3]=1.[CH3:17][O:18][C:19]1[CH:24]=[CH:23][C:22](B(O)O)=[CH:21][CH:20]=1, predict the reaction product. The product is: [CH3:17][O:18][C:19]1[CH:24]=[CH:23][C:22]([C:10]2[C:9]([O:8][CH2:1][C:2]3[CH:7]=[CH:6][CH:5]=[CH:4][CH:3]=3)=[CH:14][CH:13]=[C:12]([CH3:15])[N:11]=2)=[CH:21][CH:20]=1. (5) Given the reactants Cl[C:2]1[C:7]([CH3:8])=[CH:6][N:5]2[N:9]=[CH:10][C:11]([C:12]([O:14][C:15]([CH3:18])([CH3:17])[CH3:16])=[O:13])=[C:4]2[N:3]=1.[N-:19]=[N+:20]=[N-:21].[Na+].C(O)C, predict the reaction product. The product is: [N:19]([C:2]1[C:7]([CH3:8])=[CH:6][N:5]2[N:9]=[CH:10][C:11]([C:12]([O:14][C:15]([CH3:18])([CH3:17])[CH3:16])=[O:13])=[C:4]2[N:3]=1)=[N+:20]=[N-:21].